From a dataset of Catalyst prediction with 721,799 reactions and 888 catalyst types from USPTO. Predict which catalyst facilitates the given reaction. (1) Reactant: Br[C:2]1[N:6]([CH3:7])[C:5]([CH3:8])=[N:4][CH:3]=1.[Cl:9][C:10]1[C:15]([F:16])=[CH:14][CH:13]=[C:12]([O:17][CH3:18])[C:11]=1[C@H:19]([C:21]1[C:29]2[C:24](=[N:25][CH:26]=[C:27](B3OC(C)(C)C(C)(C)O3)[CH:28]=2)[NH:23][CH:22]=1)[CH3:20].C(=O)([O-])[O-].[K+].[K+].ClCCl. Product: [Cl:9][C:10]1[C:15]([F:16])=[CH:14][CH:13]=[C:12]([O:17][CH3:18])[C:11]=1[C@H:19]([C:21]1[C:29]2[C:24](=[N:25][CH:26]=[C:27]([C:2]3[N:6]([CH3:7])[C:5]([CH3:8])=[N:4][CH:3]=3)[CH:28]=2)[NH:23][CH:22]=1)[CH3:20]. The catalyst class is: 294. (2) The catalyst class is: 28. Product: [CH3:3][N:4]1[CH2:9][CH2:8][N:7]([CH2:10][CH2:11][Cl:12])[CH2:6][CH2:5]1. Reactant: Cl.Cl.[CH3:3][N:4]1[CH2:9][CH2:8][N:7]([CH2:10][CH2:11][Cl:12])[CH2:6][CH2:5]1.C(=O)([O-])[O-].[K+].[K+]. (3) Reactant: [Cl:1]N1C(=O)CCC1=O.CSC.[N+:12]([C:15]1[CH:16]=[C:17](/[C:21](/[CH2:25][CH3:26])=[CH:22]/[CH2:23]O)[CH:18]=[CH:19][CH:20]=1)([O-:14])=[O:13]. Product: [Cl:1][CH2:23]/[CH:22]=[C:21](/[C:17]1[CH:18]=[CH:19][CH:20]=[C:15]([N+:12]([O-:14])=[O:13])[CH:16]=1)\[CH2:25][CH3:26]. The catalyst class is: 4. (4) Reactant: [CH3:1]C(C)([O-])C.[K+].[Br:7][C:8]1[N:9]=[N:10][C:11]2[C:16]([C:17]=1[OH:18])=[CH:15][CH:14]=[CH:13][CH:12]=2.CI. Product: [Br:7][C:8]1[C:17](=[O:18])[C:16]2[C:11](=[CH:12][CH:13]=[CH:14][CH:15]=2)[N:10]([CH3:1])[N:9]=1. The catalyst class is: 30. (5) Reactant: [N+:1]([C:4]1[CH:5]=[C:6]([S:10]([N:13]2[C:18]3[CH:19]=[CH:20][CH:21]=[CH:22][C:17]=3[O:16][CH2:15][CH:14]2[CH2:23][OH:24])(=[O:12])=[O:11])[CH:7]=[CH:8][CH:9]=1)([O-:3])=[O:2].C(N(CC)CC)C.[C:32]([Si:36](Cl)([CH3:38])[CH3:37])([CH3:35])([CH3:34])[CH3:33].O. Product: [Si:36]([O:24][CH2:23][CH:14]1[N:13]([S:10]([C:6]2[CH:7]=[CH:8][CH:9]=[C:4]([N+:1]([O-:3])=[O:2])[CH:5]=2)(=[O:12])=[O:11])[C:18]2[CH:19]=[CH:20][CH:21]=[CH:22][C:17]=2[O:16][CH2:15]1)([C:32]([CH3:35])([CH3:34])[CH3:33])([CH3:38])[CH3:37]. The catalyst class is: 251. (6) Reactant: [CH3:1][C:2]1([CH3:24])[C:14]2[CH:13]=[C:12]([C:15]3[CH:22]=[C:19]([CH:20]=O)[C:18]([OH:23])=[CH:17][CH:16]=3)[CH:11]=[CH:10][C:9]=2[C:8]2[C:3]1=[CH:4][CH:5]=[CH:6][CH:7]=2.[NH2:25][C:26]1[CH:31]=[CH:30][CH:29]=[CH:28][C:27]=1[SH:32]. Product: [S:32]1[C:27]2[CH:28]=[CH:29][CH:30]=[CH:31][C:26]=2[N:25]=[C:20]1[C:19]1[CH:22]=[C:15]([C:12]2[CH:11]=[CH:10][C:9]3[C:8]4[C:3](=[CH:4][CH:5]=[CH:6][CH:7]=4)[C:2]([CH3:1])([CH3:24])[C:14]=3[CH:13]=2)[CH:16]=[CH:17][C:18]=1[OH:23]. The catalyst class is: 12. (7) Reactant: [OH:1][C:2]1[CH:3]=[C:4]2[C:9](=[CH:10][CH:11]=1)[NH:8][C:7](=[O:12])[C:6]([C:13]1[S:14][CH:15]=[CH:16][CH:17]=1)=[N:5]2.Br[CH2:19][C:20]1[CH:25]=[CH:24][CH:23]=[CH:22][CH:21]=1.C([O-])([O-])=O.[K+].[K+]. Product: [CH2:19]([O:1][C:2]1[CH:3]=[C:4]2[C:9](=[CH:10][CH:11]=1)[NH:8][C:7](=[O:12])[C:6]([C:13]1[S:14][CH:15]=[CH:16][CH:17]=1)=[N:5]2)[C:20]1[CH:25]=[CH:24][CH:23]=[CH:22][CH:21]=1. The catalyst class is: 3.